From a dataset of Forward reaction prediction with 1.9M reactions from USPTO patents (1976-2016). Predict the product of the given reaction. (1) The product is: [CH:1]([C:4]1[CH:5]=[CH:6][C:7]([O:13][CH3:14])=[C:8]([C:20]2[CH:21]=[CH:16][CH:17]=[C:18]([CH:22]([C:27]3[O:28][C:29]([CH3:32])=[N:30][N:31]=3)[CH2:23][C:24]([OH:26])=[O:25])[CH:19]=2)[CH:9]=1)([CH3:3])[CH3:2]. Given the reactants [CH:1]([C:4]1[CH:5]=[CH:6][C:7]([O:13][CH3:14])=[C:8](B(O)O)[CH:9]=1)([CH3:3])[CH3:2].Br[C:16]1[CH:17]=[C:18]([CH:22]([C:27]2[O:28][C:29]([CH3:32])=[N:30][N:31]=2)[CH2:23][C:24]([OH:26])=[O:25])[CH:19]=[CH:20][CH:21]=1, predict the reaction product. (2) Given the reactants [NH2:1][C:2]1[N:10]=[CH:9][CH:8]=[CH:7][C:3]=1[C:4]([OH:6])=O.ON1C2C=CC=CC=2N=N1.CCN=C=NCCCN(C)C.[F:32][C:33]([F:51])([F:50])[O:34][C:35]1[CH:36]=[C:37]([CH:47]=[CH:48][CH:49]=1)[O:38][C:39]1[CH:46]=[CH:45][C:42]([CH2:43][NH2:44])=[CH:41][CH:40]=1.C(=O)(O)[O-].[Na+], predict the reaction product. The product is: [F:32][C:33]([F:50])([F:51])[O:34][C:35]1[CH:36]=[C:37]([CH:47]=[CH:48][CH:49]=1)[O:38][C:39]1[CH:40]=[CH:41][C:42]([CH2:43][NH:44][C:4](=[O:6])[C:3]2[CH:7]=[CH:8][CH:9]=[N:10][C:2]=2[NH2:1])=[CH:45][CH:46]=1. (3) Given the reactants FC(F)(F)S(O[CH2:7][C@H:8]([CH3:11])[CH2:9][F:10])(=O)=O.[NH:14]1[C:22]2[C:17](=[CH:18][CH:19]=[CH:20][CH:21]=2)[C:16]([CH2:23][C@H:24]([NH2:26])[CH3:25])=[CH:15]1.C(N(C(C)C)C(C)C)C, predict the reaction product. The product is: [NH:14]1[C:22]2[C:17](=[CH:18][CH:19]=[CH:20][CH:21]=2)[C:16]([CH2:23][C@H:24]([NH:26][CH2:7][C@H:8]([CH3:11])[CH2:9][F:10])[CH3:25])=[CH:15]1.